This data is from Full USPTO retrosynthesis dataset with 1.9M reactions from patents (1976-2016). The task is: Predict the reactants needed to synthesize the given product. (1) Given the product [Br:1][C:2]1[CH:7]=[CH:6][C:5]([CH:8]([NH2:18])[C:9]([F:12])([F:11])[F:10])=[CH:4][CH:3]=1, predict the reactants needed to synthesize it. The reactants are: [Br:1][C:2]1[CH:7]=[CH:6][C:5]([C:8](=O)[C:9]([F:12])([F:11])[F:10])=[CH:4][CH:3]=1.C[Si]([NH-:18])(C)C.C[Si]([NH-])(C)C.[Li+].[Li+].S(C)C.[OH-].[Na+]. (2) Given the product [ClH:35].[ClH:35].[CH3:6][NH:7][C@@H:8]1[CH2:12][CH2:11][N:10]([C:13]2[CH:18]=[C:17]([NH:19][CH2:20][CH2:21][C:22]3[CH:27]=[CH:26][CH:25]=[CH:24][CH:23]=3)[N:16]=[N:15][CH:14]=2)[CH2:9]1, predict the reactants needed to synthesize it. The reactants are: C(O[C:6](=O)[N:7](C)[C@@H:8]1[CH2:12][CH2:11][N:10]([C:13]2[CH:18]=[C:17]([NH:19][CH2:20][CH2:21][C:22]3[CH:27]=[CH:26][CH:25]=[CH:24][CH:23]=3)[N:16]=[N:15][CH:14]=2)[CH2:9]1)(C)(C)C.CCOCC.[ClH:35]. (3) Given the product [F:25][C:17]1[CH:16]=[C:15]([N:9]2[CH:10]=[C:11]([CH3:13])[N:12]=[C:8]2[C:5]2[CH:6]=[CH:7][C:2]([C:31]3[N:32]=[C:33]([Si:36]([CH3:39])([CH3:38])[CH3:37])[S:34][CH:35]=3)=[CH:3][CH:4]=2)[CH:20]=[CH:19][C:18]=1[S:21]([NH2:24])(=[O:23])=[O:22], predict the reactants needed to synthesize it. The reactants are: Br[C:2]1[CH:7]=[CH:6][C:5]([C:8]2[N:9]([C:15]3[CH:20]=[CH:19][C:18]([S:21]([NH2:24])(=[O:23])=[O:22])=[C:17]([F:25])[CH:16]=3)[CH2:10][C:11](O)([CH3:13])[N:12]=2)=[CH:4][CH:3]=1.C([Sn](CCCC)(CCCC)[C:31]1[N:32]=[C:33]([Si:36]([CH3:39])([CH3:38])[CH3:37])[S:34][CH:35]=1)CCC. (4) The reactants are: CCCC[N+](CCCC)(CCCC)CCCC.[F-].[CH3:19][C:20]1[CH:29]=[C:28]([C:30]#[C:31][Si](C)(C)C)[CH:27]=[CH:26][C:21]=1[O:22][CH2:23][CH2:24][OH:25].CCOC(C)=O. Given the product [C:30]([C:28]1[CH:27]=[CH:26][C:21]([O:22][CH2:23][CH2:24][OH:25])=[C:20]([CH3:19])[CH:29]=1)#[CH:31], predict the reactants needed to synthesize it. (5) Given the product [CH3:19][O:20][CH2:21][O:11][C:3]1[CH:4]=[C:5]([N+:8]([O-:10])=[O:9])[CH:6]=[CH:7][C:2]=1[NH2:1], predict the reactants needed to synthesize it. The reactants are: [NH2:1][C:2]1[CH:7]=[CH:6][C:5]([N+:8]([O-:10])=[O:9])=[CH:4][C:3]=1[OH:11].C(=O)([O-])[O-].[K+].[K+].Cl[CH2:19][O:20][CH3:21]. (6) Given the product [C:43]([CH2:42][CH2:41][C:10]1[C:11]([CH2:15][CH2:16][CH2:17][CH2:18][CH2:19][CH2:20][O:21][C:22]2[CH:23]=[C:24]([C:34]3[CH:35]=[CH:36][C:37]([F:40])=[CH:38][CH:39]=3)[CH:25]=[C:26]([S:28]([CH2:31][CH2:32][CH3:33])(=[O:29])=[O:30])[CH:27]=2)=[CH:12][CH:13]=[CH:14][C:9]=1[O:8][CH2:7][CH2:6][CH2:5][C:4]([OH:48])=[O:3])([OH:45])=[O:44], predict the reactants needed to synthesize it. The reactants are: C([O:3][C:4](=[O:48])[CH2:5][CH2:6][CH2:7][O:8][C:9]1[CH:14]=[CH:13][CH:12]=[C:11]([CH2:15][CH2:16][CH2:17][CH2:18][CH2:19][CH2:20][O:21][C:22]2[CH:23]=[C:24]([C:34]3[CH:39]=[CH:38][C:37]([F:40])=[CH:36][CH:35]=3)[CH:25]=[C:26]([S:28]([CH2:31][CH2:32][CH3:33])(=[O:30])=[O:29])[CH:27]=2)[C:10]=1[CH2:41][CH2:42][C:43]([O:45]CC)=[O:44])C.[OH-].[Na+]. (7) Given the product [C:1]([O:5][C:6]([NH:8][C:9]1[CH:10]=[C:11]([CH2:16][CH:17]([O:23][CH2:24][CH3:25])[C:18]([O:20][CH2:21][CH3:22])=[O:19])[CH:12]=[CH:13][C:14]=1[O:15][CH2:38][CH2:37][C:34]1[CH:33]=[CH:32][C:31]([O:30][S:27]([CH3:26])(=[O:28])=[O:29])=[CH:36][CH:35]=1)=[O:7])([CH3:4])([CH3:2])[CH3:3], predict the reactants needed to synthesize it. The reactants are: [C:1]([O:5][C:6]([NH:8][C:9]1[CH:10]=[C:11]([CH2:16][CH:17]([O:23][CH2:24][CH3:25])[C:18]([O:20][CH2:21][CH3:22])=[O:19])[CH:12]=[CH:13][C:14]=1[OH:15])=[O:7])([CH3:4])([CH3:3])[CH3:2].[CH3:26][S:27]([O:30][C:31]1[CH:36]=[CH:35][C:34]([CH2:37][CH2:38]OS(C)(=O)=O)=[CH:33][CH:32]=1)(=[O:29])=[O:28].C(=O)([O-])[O-].[K+].[K+]. (8) Given the product [F:1][C:2]([F:10])([F:9])[C:3]([CH3:7])([CH3:4])[C@@H:22]([NH:17][C:15]([C:40]1[C:41]2[C:42](=[N:25][CH:29]=[C:28]([CH:33]3[CH2:32][CH2:31]3)[N:27]=2)[NH:43][CH:45]=1)=[O:14])[CH3:21], predict the reactants needed to synthesize it. The reactants are: [F:1][C:2]([F:10])([F:9])[C:3](C)([CH3:7])[C:4](O)=O.Cl.CN[O:14][CH3:15].C[N:17]1[CH2:22][CH2:21]OCC1.O.O[N:25]1[C:29]2C=[CH:31][CH:32]=[CH:33][C:28]=2[N:27]=N1.Cl.C(N=C=N[CH2:40][CH2:41][CH2:42][N:43]([CH3:45])C)C.